This data is from Forward reaction prediction with 1.9M reactions from USPTO patents (1976-2016). The task is: Predict the product of the given reaction. (1) Given the reactants [CH:1]1[C:14]2[CH:13]([C:15](Cl)=[O:16])[C:12]3[C:7](=[CH:8][CH:9]=[CH:10][CH:11]=3)[S:6][C:5]=2[CH:4]=[CH:3][CH:2]=1.[CH2:18]([O:22][C:23](=[O:25])[NH2:24])[CH2:19][CH2:20][CH3:21], predict the reaction product. The product is: [CH2:18]([O:22][C:23](=[O:25])[NH:24][C:15]([CH:13]1[C:12]2[CH:11]=[CH:10][CH:9]=[CH:8][C:7]=2[S:6][C:5]2[C:14]1=[CH:1][CH:2]=[CH:3][CH:4]=2)=[O:16])[CH2:19][CH2:20][CH3:21]. (2) Given the reactants [F:1][C:2]1[CH:16]=[C:15]([N+:17]([O-:19])=[O:18])[C:14](F)=[CH:13][C:3]=1[O:4][CH2:5][CH2:6][N:7]1[CH2:12][CH2:11][O:10][CH2:9][CH2:8]1.[CH:21]([NH:24][C:25]([C@H:27]1[CH2:32][CH2:31][C@@H:30]([NH:33]C2C=C(OCC3C=CC(OC)=CC=3)C=CC=2[N+]([O-])=O)[CH2:29][CH2:28]1)=[O:26])([CH3:23])[CH3:22], predict the reaction product. The product is: [F:1][C:2]1[C:3]([O:4][CH2:5][CH2:6][N:7]2[CH2:12][CH2:11][O:10][CH2:9][CH2:8]2)=[CH:13][C:14]([NH:33][C@@H:30]2[CH2:29][CH2:28][C@H:27]([C:25]([NH:24][CH:21]([CH3:23])[CH3:22])=[O:26])[CH2:32][CH2:31]2)=[C:15]([N+:17]([O-:19])=[O:18])[CH:16]=1. (3) The product is: [OH:8][CH2:9][C:10]1[CH:11]=[CH:12][C:13]([C:16]2[NH:17][C:18](=[O:26])[C:19]3[C:24]([CH:25]=2)=[CH:23][CH:22]=[CH:21][CH:20]=3)=[CH:14][CH:15]=1. Given the reactants [H-].[Al+3].[Li+].[H-].[H-].[H-].C[O:8][C:9](=O)[C:10]1[CH:15]=[CH:14][C:13]([C:16]2[NH:17][C:18](=[O:26])[C:19]3[C:24]([CH:25]=2)=[CH:23][CH:22]=[CH:21][CH:20]=3)=[CH:12][CH:11]=1.Cl, predict the reaction product.